Dataset: Human liver microsome stability data. Task: Regression/Classification. Given a drug SMILES string, predict its absorption, distribution, metabolism, or excretion properties. Task type varies by dataset: regression for continuous measurements (e.g., permeability, clearance, half-life) or binary classification for categorical outcomes (e.g., BBB penetration, CYP inhibition). Dataset: hlm. (1) The compound is CNc1cnc(-c2ncc(OC)c3c(C(=O)C(=O)N4CCN(C(=O)c5ccccc5)CC4)c[nH]c23)cn1. The result is 1 (stable in human liver microsomes). (2) The compound is CNC(=O)c1cc(OC)c(O[C@@H](C)C(=O)N2CCN(c3nccc4ccccc34)C[C@H]2C)cn1. The result is 1 (stable in human liver microsomes). (3) The drug is CNS(=O)(=O)c1ccc(-c2cnc(N)c(-c3ccc(C(F)(F)F)nc3)n2)cc1. The result is 0 (unstable in human liver microsomes).